Task: Predict the reactants needed to synthesize the given product.. Dataset: Full USPTO retrosynthesis dataset with 1.9M reactions from patents (1976-2016) Given the product [CH3:25][O:26][C:27](=[O:45])[CH2:28][CH2:29][C:30]1[CH:35]=[C:34]([C:2]2[CH:7]=[CH:6][C:5]([C:8]3[O:12][N:11]=[C:10]([CH3:13])[C:9]=3[CH:14]([OH:24])[CH2:15][CH2:16][CH2:17][C:18]3[CH:23]=[CH:22][CH:21]=[CH:20][CH:19]=3)=[CH:4][CH:3]=2)[CH:33]=[CH:32][CH:31]=1, predict the reactants needed to synthesize it. The reactants are: Br[C:2]1[CH:7]=[CH:6][C:5]([C:8]2[O:12][N:11]=[C:10]([CH3:13])[C:9]=2[CH:14]([OH:24])[CH2:15][CH2:16][CH2:17][C:18]2[CH:23]=[CH:22][CH:21]=[CH:20][CH:19]=2)=[CH:4][CH:3]=1.[CH3:25][O:26][C:27](=[O:45])[CH2:28][CH2:29][C:30]1[CH:35]=[CH:34][CH:33]=[C:32](B2OC(C)(C)C(C)(C)O2)[CH:31]=1.